From a dataset of Reaction yield outcomes from USPTO patents with 853,638 reactions. Predict the reaction yield, written as a fraction of the theoretical maximum amount of product (1.0 means a 100% yield; for example, 0.34 means a 34% yield). (1) The reactants are [Si:1]([O:8][CH2:9][C:10]1([CH3:38])[S:16][CH2:15][CH2:14][N:13]2[C:17]([C:20]3([C:23]4[CH:28]=[CH:27][C:26](B5OC(C)(C)C(C)(C)O5)=[CH:25][CH:24]=4)[CH2:22][CH2:21]3)=[N:18][N:19]=[C:12]2[CH2:11]1)([C:4]([CH3:7])([CH3:6])[CH3:5])([CH3:3])[CH3:2].Cl[C:40]1[CH:45]=[N:44][CH:43]=[CH:42][N:41]=1.C(=O)([O-])[O-].[K+].[K+].C(=O)([O-])O.[Na+]. The catalyst is C(COC)OC.O.C1C=CC([P]([Pd]([P](C2C=CC=CC=2)(C2C=CC=CC=2)C2C=CC=CC=2)([P](C2C=CC=CC=2)(C2C=CC=CC=2)C2C=CC=CC=2)[P](C2C=CC=CC=2)(C2C=CC=CC=2)C2C=CC=CC=2)(C2C=CC=CC=2)C2C=CC=CC=2)=CC=1. The product is [Si:1]([O:8][CH2:9][C:10]1([CH3:38])[S:16][CH2:15][CH2:14][N:13]2[C:17]([C:20]3([C:23]4[CH:28]=[CH:27][C:26]([C:40]5[CH:45]=[N:44][CH:43]=[CH:42][N:41]=5)=[CH:25][CH:24]=4)[CH2:21][CH2:22]3)=[N:18][N:19]=[C:12]2[CH2:11]1)([C:4]([CH3:7])([CH3:6])[CH3:5])([CH3:3])[CH3:2]. The yield is 0.430. (2) The reactants are [H-].[Na+].[Cl:3][C:4]1[CH:9]=[CH:8][C:7]([N:10]2[C:22]3[C:17](=[CH:18][CH:19]=[C:20]4[C:29]5[CH:28]=[CH:27][CH:26]=[CH:25][C:24]=5[NH:23][C:21]4=3)[C:16]3[C:11]2=[CH:12][CH:13]=[CH:14][CH:15]=3)=[CH:6][CH:5]=1.Cl[C:31]1[N:36]=[C:35]([C:37]2[CH:42]=[CH:41][CH:40]=[CH:39][CH:38]=2)[N:34]=[C:33]([C:43]2[CH:48]=[CH:47][CH:46]=[CH:45][CH:44]=2)[N:32]=1. The catalyst is CN(C=O)C. The product is [Cl:3][C:4]1[CH:9]=[CH:8][C:7]([N:10]2[C:22]3[C:17](=[CH:18][CH:19]=[C:20]4[C:29]5[CH:28]=[CH:27][CH:26]=[CH:25][C:24]=5[N:23]([C:31]5[N:36]=[C:35]([C:37]6[CH:42]=[CH:41][CH:40]=[CH:39][CH:38]=6)[N:34]=[C:33]([C:43]6[CH:44]=[CH:45][CH:46]=[CH:47][CH:48]=6)[N:32]=5)[C:21]4=3)[C:16]3[C:11]2=[CH:12][CH:13]=[CH:14][CH:15]=3)=[CH:6][CH:5]=1. The yield is 0.733. (3) The reactants are [Cl:1][S:2]([OH:5])(=O)=[O:3].[N:6]1[CH:11]=[CH:10][C:9]([C:12]2[C:21]3[C:16](=[CH:17][CH:18]=[C:19]([C:22]4[CH:23]=[CH:24][C:25]([NH2:28])=[N:26][CH:27]=4)[CH:20]=3)[N:15]=[CH:14][CH:13]=2)=[CH:8][CH:7]=1. No catalyst specified. The product is [NH2:28][C:25]1[C:24]([S:2]([Cl:1])(=[O:5])=[O:3])=[CH:23][C:22]([C:19]2[CH:20]=[C:21]3[C:16](=[CH:17][CH:18]=2)[N:15]=[CH:14][CH:13]=[C:12]3[C:9]2[CH:10]=[CH:11][N:6]=[CH:7][CH:8]=2)=[CH:27][N:26]=1. The yield is 0.470. (4) The reactants are [Cl:1][C:2]1[CH:7]=[CH:6][C:5]([S:8]([NH:11][C@H:12]([C:15]2[CH:20]=[CH:19][CH:18]=[CH:17][CH:16]=2)[CH2:13][CH3:14])(=[O:10])=[O:9])=[CH:4][CH:3]=1.Br[CH2:22][C:23]1[CH:24]=[CH:25][C:26]([C:29]#[N:30])=[N:27][CH:28]=1.C([O-])([O-])=O.[K+].[K+]. The catalyst is CN(C=O)C. The product is [Cl:1][C:2]1[CH:7]=[CH:6][C:5]([S:8]([N:11]([CH2:22][C:23]2[CH:28]=[N:27][C:26]([C:29]#[N:30])=[CH:25][CH:24]=2)[C@H:12]([C:15]2[CH:16]=[CH:17][CH:18]=[CH:19][CH:20]=2)[CH2:13][CH3:14])(=[O:10])=[O:9])=[CH:4][CH:3]=1. The yield is 0.580. (5) The reactants are [OH:1][CH2:2][C@H:3]1[CH2:8][CH2:7][C@H:6]([N:9]2[C:14]3[C:15]4[CH:21]=[CH:20][NH:19][C:16]=4[N:17]=[CH:18][C:13]=3[C:12](=[O:22])[N:11]=[CH:10]2)[CH2:5][CH2:4]1.I(C1C=CC=CC=1C(O)=O)(=O)=O.C(=O)([O-])O.[Na+].S([O-])([O-])(=O)=S.[Na+].[Na+]. The catalyst is CS(C)=O. The product is [O:22]=[C:12]1[N:11]=[CH:10][N:9]([C@H:6]2[CH2:7][CH2:8][C@H:3]([CH:2]=[O:1])[CH2:4][CH2:5]2)[C:14]2[C:15]3[CH:21]=[CH:20][NH:19][C:16]=3[N:17]=[CH:18][C:13]1=2. The yield is 1.00. (6) The reactants are [C:1]1([C:21]2[CH:26]=[CH:25][CH:24]=[CH:23][CH:22]=2)[CH:6]=[CH:5][C:4]([O:7][C@H:8]2[CH2:12][CH2:11][C@@H:10]([O:13][Si](C(C)(C)C)(C)C)[CH2:9]2)=[CH:3][CH:2]=1.[F-].C([N+](CCCC)(CCCC)CCCC)CCC. The catalyst is C1COCC1.C(OCC)C. The product is [C:1]1([C:21]2[CH:22]=[CH:23][CH:24]=[CH:25][CH:26]=2)[CH:6]=[CH:5][C:4]([O:7][C@H:8]2[CH2:12][CH2:11][C@@H:10]([OH:13])[CH2:9]2)=[CH:3][CH:2]=1. The yield is 1.00. (7) The reactants are [N+:1]([C:4]1[C:5]([NH2:11])=[C:6]([NH2:10])[CH:7]=[CH:8][CH:9]=1)([O-:3])=[O:2].[CH3:12][C:13]([CH:15]=O)=O.O. The catalyst is C(O)C. The product is [CH3:15][C:13]1[CH:12]=[N:10][C:6]2[C:5](=[C:4]([N+:1]([O-:3])=[O:2])[CH:9]=[CH:8][CH:7]=2)[N:11]=1. The yield is 0.670. (8) The reactants are [OH-:1].[Na+:2].C1(C)C=CC(S(O)(=O)=[O:10])=CC=1.C([O:16][C:17](=[O:48])[C@H:18]([CH2:41][CH2:42][C:43]([O:45]CC)=[O:44])[NH:19][C:20](=[O:40])[C:21]1[CH:26]=[CH:25][C:24]([CH2:27][CH2:28][C:29]2[C:37]3[C:36](=[O:38])[NH:35][C:34]([NH2:39])=[N:33][C:32]=3[NH:31][CH:30]=2)=[CH:23][CH:22]=1)C.Cl.[Na+].[Cl-]. The catalyst is O. The product is [CH:23]1[C:24]([CH2:27][CH2:28][C:29]2[C:37]3[C:36]([N:35]=[C:34]([NH2:39])[NH:33][C:32]=3[NH:31][CH:30]=2)=[O:38])=[CH:25][CH:26]=[C:21]([C:20]([NH:19][C@H:18]([C:17]([O-:48])=[O:16])[CH2:41][CH2:42][C:43]([O-:45])=[O:44])=[O:40])[CH:22]=1.[CH:23]1[C:24]([CH2:27][CH2:28][C:29]2[C:37]3[C:36]([N:35]=[C:34]([NH2:39])[NH:33][C:32]=3[NH:31][CH:30]=2)=[O:38])=[CH:25][CH:26]=[C:21]([C:20]([NH:19][C@H:18]([C:17]([O-:48])=[O:16])[CH2:41][CH2:42][C:43]([O-:45])=[O:44])=[O:40])[CH:22]=1.[OH2:10].[OH2:1].[OH2:10].[OH2:10].[OH2:10].[Na+:2].[Na+:2].[Na+:2].[Na+:2]. The yield is 0.830.